The task is: Predict the reaction yield, written as a fraction of the theoretical maximum amount of product (1.0 means a 100% yield; for example, 0.34 means a 34% yield).. This data is from Reaction yield outcomes from USPTO patents with 853,638 reactions. The reactants are O[CH:2]=[C:3]1[C:11]2[C:6](=[CH:7][C:8]([C:12]([C:14]3[CH:19]=[CH:18][C:17]([NH:20][C:21]([C:23]4[N:24]([CH3:29])[N:25]=[C:26]([CH3:28])[CH:27]=4)=[O:22])=[CH:16][CH:15]=3)=[O:13])=[CH:9][CH:10]=2)[NH:5][C:4]1=[O:30].[NH2:31][C:32]1[CH:37]=[CH:36][C:35]([N:38]2[CH2:43][CH2:42][O:41][CH2:40][CH2:39]2)=[CH:34][CH:33]=1. The catalyst is C1COCC1. The product is [N:38]1([C:35]2[CH:34]=[CH:33][C:32]([NH:31][CH:2]=[C:3]3[C:11]4[C:6](=[CH:7][C:8]([C:12]([C:14]5[CH:15]=[CH:16][C:17]([NH:20][C:21]([C:23]6[N:24]([CH3:29])[N:25]=[C:26]([CH3:28])[CH:27]=6)=[O:22])=[CH:18][CH:19]=5)=[O:13])=[CH:9][CH:10]=4)[NH:5][C:4]3=[O:30])=[CH:37][CH:36]=2)[CH2:43][CH2:42][O:41][CH2:40][CH2:39]1. The yield is 0.360.